This data is from Full USPTO retrosynthesis dataset with 1.9M reactions from patents (1976-2016). The task is: Predict the reactants needed to synthesize the given product. The reactants are: Br[CH2:2][C:3]1[C:13]([Cl:14])=[N:12][CH:11]=[CH:10][C:4]=1[C:5]([O:7]CC)=O.Cl.[CH3:16][C:17]1[N:22]=[C:21]([CH:23]([NH2:25])[CH3:24])[CH:20]=[N:19][C:18]=1[O:26][CH2:27][C:28]([F:31])([F:30])[F:29]. Given the product [Cl:14][C:13]1[C:3]2[CH2:2][N:25]([CH:23]([C:21]3[CH:20]=[N:19][C:18]([O:26][CH2:27][C:28]([F:30])([F:31])[F:29])=[C:17]([CH3:16])[N:22]=3)[CH3:24])[C:5](=[O:7])[C:4]=2[CH:10]=[CH:11][N:12]=1, predict the reactants needed to synthesize it.